From a dataset of NCI-60 drug combinations with 297,098 pairs across 59 cell lines. Regression. Given two drug SMILES strings and cell line genomic features, predict the synergy score measuring deviation from expected non-interaction effect. (1) Drug 1: CN(C)C1=NC(=NC(=N1)N(C)C)N(C)C. Drug 2: CCCS(=O)(=O)NC1=C(C(=C(C=C1)F)C(=O)C2=CNC3=C2C=C(C=N3)C4=CC=C(C=C4)Cl)F. Cell line: NCI-H226. Synergy scores: CSS=-2.40, Synergy_ZIP=0.757, Synergy_Bliss=-1.49, Synergy_Loewe=-7.06, Synergy_HSA=-5.31. (2) Drug 1: CCCS(=O)(=O)NC1=C(C(=C(C=C1)F)C(=O)C2=CNC3=C2C=C(C=N3)C4=CC=C(C=C4)Cl)F. Drug 2: CC12CCC3C(C1CCC2=O)CC(=C)C4=CC(=O)C=CC34C. Cell line: OVCAR3. Synergy scores: CSS=20.8, Synergy_ZIP=0.369, Synergy_Bliss=-0.869, Synergy_Loewe=-13.4, Synergy_HSA=-2.41. (3) Drug 1: C1CN(CCN1C(=O)CCBr)C(=O)CCBr. Drug 2: C(CCl)NC(=O)N(CCCl)N=O. Cell line: NCI-H226. Synergy scores: CSS=2.80, Synergy_ZIP=-0.347, Synergy_Bliss=0.240, Synergy_Loewe=-4.22, Synergy_HSA=-3.27. (4) Drug 1: C1CCN(CC1)CCOC2=CC=C(C=C2)C(=O)C3=C(SC4=C3C=CC(=C4)O)C5=CC=C(C=C5)O. Drug 2: CCC(=C(C1=CC=CC=C1)C2=CC=C(C=C2)OCCN(C)C)C3=CC=CC=C3.C(C(=O)O)C(CC(=O)O)(C(=O)O)O. Cell line: EKVX. Synergy scores: CSS=2.84, Synergy_ZIP=-1.53, Synergy_Bliss=-1.57, Synergy_Loewe=0.105, Synergy_HSA=-1.21.